From a dataset of Peptide-MHC class II binding affinity with 134,281 pairs from IEDB. Regression. Given a peptide amino acid sequence and an MHC pseudo amino acid sequence, predict their binding affinity value. This is MHC class II binding data. (1) The peptide sequence is ACKVAATAANAAPAN. The MHC is DRB1_0701 with pseudo-sequence DRB1_0701. The binding affinity (normalized) is 0.442. (2) The peptide sequence is SGGFSTTVSTEQNVP. The MHC is HLA-DQA10101-DQB10501 with pseudo-sequence HLA-DQA10101-DQB10501. The binding affinity (normalized) is 0. (3) The peptide sequence is IDPFQLGLLVVFLATQEV. The MHC is DRB1_0405 with pseudo-sequence DRB1_0405. The binding affinity (normalized) is 0.0308. (4) The peptide sequence is INEPTADAIAYGLDR. The MHC is HLA-DQA10501-DQB10301 with pseudo-sequence HLA-DQA10501-DQB10301. The binding affinity (normalized) is 0.321.